Dataset: Full USPTO retrosynthesis dataset with 1.9M reactions from patents (1976-2016). Task: Predict the reactants needed to synthesize the given product. (1) Given the product [CH3:4][C:2]([C:5]1[C:10]([C:11]2[CH:16]=[C:15]([O:17][CH3:18])[CH:14]=[CH:13][C:12]=2[F:19])=[CH:9][C:8]([CH2:20][O:21][C:22]2[CH:23]=[CH:24][C:25]([C@@H:28](/[CH:34]=[CH:35]\[CH2:36][CH3:37])[CH2:29][C:30]([OH:32])=[O:31])=[CH:26][CH:27]=2)=[CH:7][CH:6]=1)([CH3:1])[CH3:3], predict the reactants needed to synthesize it. The reactants are: [CH3:1][C:2]([C:5]1[C:10]([C:11]2[CH:16]=[C:15]([O:17][CH3:18])[CH:14]=[CH:13][C:12]=2[F:19])=[CH:9][C:8]([CH2:20][O:21][C:22]2[CH:27]=[CH:26][C:25]([C@@H:28](/[CH:34]=[CH:35]\[CH2:36][CH3:37])[CH2:29][C:30]([O:32]C)=[O:31])=[CH:24][CH:23]=2)=[CH:7][CH:6]=1)([CH3:4])[CH3:3].C1COCC1.CCO.[OH-].[Na+]. (2) Given the product [CH:16]1([C:2]2[CH:3]=[CH:4][CH:5]=[C:6]3[C:10]=2[CH2:9][C:8]([CH3:11])=[CH:7]3)[CH2:13][CH2:14]1, predict the reactants needed to synthesize it. The reactants are: Br[C:2]1[CH:3]=[CH:4][CH:5]=[C:6]2[C:10]=1[CH2:9][C:8]([CH3:11])=[CH:7]2.P(C(C)(C)C)(C(C)(C)C)[C:13]([CH3:16])(C)[CH3:14].C1([Mg]Br)CC1.[NH4+].[Cl-]. (3) Given the product [Br:1][C:2]1[CH:7]=[CH:6][CH:5]=[CH:4][C:3]=1[S:8][CH2:9][C:10]([N:16]([CH:13]([CH3:15])[CH3:14])[NH:17][C:18](=[O:25])[C:19]1[CH:24]=[CH:23][CH:22]=[CH:21][CH:20]=1)=[O:12], predict the reactants needed to synthesize it. The reactants are: [Br:1][C:2]1[CH:7]=[CH:6][CH:5]=[CH:4][C:3]=1[S:8][CH2:9][C:10]([OH:12])=O.[CH:13]([NH:16][NH:17][C:18](=[O:25])[C:19]1[CH:24]=[CH:23][CH:22]=[CH:21][CH:20]=1)([CH3:15])[CH3:14].C(N(CC)CC)C.C1C=CC2N(O)N=NC=2C=1.CCN=C=NCCCN(C)C. (4) Given the product [F:2][C:3]1[C:8]([OH:9])=[C:7]([CH:11]=[O:12])[CH:6]=[CH:5][C:4]=1[C:13]1[CH:18]=[CH:17][C:16]([F:19])=[CH:15][C:14]=1[F:20], predict the reactants needed to synthesize it. The reactants are: Br.[F:2][C:3]1[C:8]([O:9]C)=[C:7]([CH:11]=[O:12])[CH:6]=[CH:5][C:4]=1[C:13]1[CH:18]=[CH:17][C:16]([F:19])=[CH:15][C:14]=1[F:20]. (5) Given the product [Cl:1][C:2]1[CH:3]=[C:4]([C:9]2([C:27]([F:28])([F:30])[F:29])[O:13][N:12]=[C:11]([C:14]3[CH:25]=[CH:24][C:17]([C:18]([N:21]([CH3:22])[CH3:23])=[N:19][O:20][CH3:37])=[C:16]([CH3:26])[CH:15]=3)[CH2:10]2)[CH:5]=[C:6]([Cl:8])[CH:7]=1, predict the reactants needed to synthesize it. The reactants are: [Cl:1][C:2]1[CH:3]=[C:4]([C:9]2([C:27]([F:30])([F:29])[F:28])[O:13][N:12]=[C:11]([C:14]3[CH:25]=[CH:24][C:17]([C:18]([N:21]([CH3:23])[CH3:22])=[N:19][OH:20])=[C:16]([CH3:26])[CH:15]=3)[CH2:10]2)[CH:5]=[C:6]([Cl:8])[CH:7]=1.[Li+].[OH-].S(OC)(O[CH3:37])(=O)=O. (6) The reactants are: [CH2:1]([O:3][C:4]([N:6]1[C:15]2[C:10](=[CH:11][C:12]([C:16]([F:19])([F:18])[F:17])=[CH:13][CH:14]=2)[C:9]([CH:20]([C:22]2[CH:27]=[C:26]([C:28]([F:31])([F:30])[F:29])[CH:25]=[C:24]([C:32]([F:35])([F:34])[F:33])[CH:23]=2)[OH:21])=[CH:8][CH:7]1[CH2:36][CH3:37])=[O:5])[CH3:2].[OH-].[K+].I[CH3:41]. Given the product [CH2:1]([O:3][C:4]([N:6]1[C:15]2[C:10](=[CH:11][C:12]([C:16]([F:17])([F:18])[F:19])=[CH:13][CH:14]=2)[C:9]([CH:20]([C:22]2[CH:23]=[C:24]([C:32]([F:35])([F:33])[F:34])[CH:25]=[C:26]([C:28]([F:29])([F:30])[F:31])[CH:27]=2)[O:21][CH3:41])=[CH:8][CH:7]1[CH2:36][CH3:37])=[O:5])[CH3:2], predict the reactants needed to synthesize it.